From a dataset of Forward reaction prediction with 1.9M reactions from USPTO patents (1976-2016). Predict the product of the given reaction. (1) Given the reactants COC(=O)[C@H]([O:11][C:12]1[C:13](=[O:44])[N:14]([C:37]2[N:38]=[N:39][C:40]([CH3:43])=[CH:41][CH:42]=2)[C@H:15]([C:26]2[CH:31]=[CH:30][C:29]([O:32][C:33]([F:36])([F:35])[F:34])=[CH:28][CH:27]=2)[C:16]=1[C:17](=[O:25])[C:18]1[CH:23]=[CH:22][C:21]([CH3:24])=[CH:20][CH:19]=1)C1C=CC=CC=1, predict the reaction product. The product is: [OH:11][C:12]1[C:13](=[O:44])[N:14]([C:37]2[N:38]=[N:39][C:40]([CH3:43])=[CH:41][CH:42]=2)[C@H:15]([C:26]2[CH:27]=[CH:28][C:29]([O:32][C:33]([F:35])([F:36])[F:34])=[CH:30][CH:31]=2)[C:16]=1[C:17](=[O:25])[C:18]1[CH:23]=[CH:22][C:21]([CH3:24])=[CH:20][CH:19]=1. (2) Given the reactants [C:1]([O:5][C:6](=[O:23])[NH:7][CH:8]([C:15]1[CH:20]=[CH:19][C:18]([Cl:21])=[C:17]([Cl:22])[CH:16]=1)[C:9](=[O:14])N(OC)C)([CH3:4])([CH3:3])[CH3:2].I[C:25]1[CH:30]=[CH:29][C:28]([O:31][C:32]([F:37])([F:36])[CH:33]([F:35])[F:34])=[CH:27][CH:26]=1, predict the reaction product. The product is: [C:1]([O:5][C:6](=[O:23])[NH:7][CH:8]([C:15]1[CH:20]=[CH:19][C:18]([Cl:21])=[C:17]([Cl:22])[CH:16]=1)[C:9](=[O:14])[C:25]1[CH:26]=[CH:27][C:28]([O:31][C:32]([F:36])([F:37])[CH:33]([F:35])[F:34])=[CH:29][CH:30]=1)([CH3:2])([CH3:3])[CH3:4]. (3) Given the reactants [C:1]([C:6]([O:8][CH3:9])=[O:7])#[C:2][C:3]([O-])=O.[C:10]([C:15]([O:17][CH3:18])=[O:16])#CC([O-])=O.[H][H], predict the reaction product. The product is: [C:6]([O:8][CH3:9])(=[O:7])[CH2:1][CH2:2][CH2:3][CH2:10][C:15]([O:17][CH3:18])=[O:16]. (4) Given the reactants Cl[C:2]1[N:7]=[C:6]([CH3:8])[C:5]([N+:9]([O-:11])=[O:10])=[CH:4][CH:3]=1.[CH:12]1([NH:15]C)CC1, predict the reaction product. The product is: [CH3:12][NH:15][C:2]1[CH:3]=[CH:4][C:5]([N+:9]([O-:11])=[O:10])=[C:6]([CH3:8])[N:7]=1. (5) Given the reactants Cl[C:2]1[N:7]=[CH:6][N:5]=[C:4]([O:8][C:9]2[CH:14]=[CH:13][CH:12]=[CH:11][C:10]=2/[C:15](=[CH:20]\[O:21][CH3:22])/[C:16]([O:18][CH3:19])=[O:17])[CH:3]=1.C[CH:24]([CH2:26][C:27]([CH3:29])=[O:28])[CH3:25].[C:30](=O)([O-])[O-].[K+].[K+].C1N2CC[N:38](CC2)[CH2:37]1, predict the reaction product. The product is: [C:37]([C:26]1[CH:24]=[CH:25][CH:30]=[CH:29][C:27]=1[O:28][C:2]1[N:7]=[CH:6][N:5]=[C:4]([O:8][C:9]2[CH:14]=[CH:13][CH:12]=[CH:11][C:10]=2/[C:15](=[CH:20]\[O:21][CH3:22])/[C:16]([O:18][CH3:19])=[O:17])[CH:3]=1)#[N:38].